Predict the reactants needed to synthesize the given product. From a dataset of Full USPTO retrosynthesis dataset with 1.9M reactions from patents (1976-2016). (1) Given the product [Cl:25][C:20]1[CH:19]=[C:18]([CH2:17][C:16]([N:15]([C@@H:8]([C:4]2[CH:5]=[CH:6][CH:7]=[C:2]([NH:1][S:41]([CH:36]3[CH:35]([OH:45])[CH2:34][S:38](=[O:40])(=[O:39])[CH2:37]3)(=[O:43])=[O:42])[CH:3]=2)[CH2:9][N:10]2[CH2:11][CH2:12][CH2:13][CH2:14]2)[CH3:27])=[O:26])[CH:23]=[CH:22][C:21]=1[Cl:24], predict the reactants needed to synthesize it. The reactants are: [NH2:1][C:2]1[CH:3]=[C:4]([C@H:8]([N:15]([CH3:27])[C:16](=[O:26])[CH2:17][C:18]2[CH:23]=[CH:22][C:21]([Cl:24])=[C:20]([Cl:25])[CH:19]=2)[CH2:9][N:10]2[CH2:14][CH2:13][CH2:12][CH2:11]2)[CH:5]=[CH:6][CH:7]=1.N1C=CC=CC=1.[CH2:34]1[S:38](=[O:40])(=[O:39])[CH2:37][CH:36]([S:41](Cl)(=[O:43])=[O:42])[CH:35]1[OH:45]. (2) Given the product [CH2:29]1[C:16]2([CH2:17][CH2:18][N:19]([C:22]([O:24][C:25]([CH3:26])([CH3:27])[CH3:28])=[O:23])[CH2:20][CH2:21]2)[CH2:15][CH2:14][O:30]1, predict the reactants needed to synthesize it. The reactants are: N(C(OCC)=O)=NC(OCC)=O.O[CH2:14][CH2:15][C:16]1([CH2:29][OH:30])[CH2:21][CH2:20][N:19]([C:22]([O:24][C:25]([CH3:28])([CH3:27])[CH3:26])=[O:23])[CH2:18][CH2:17]1.C1(P(C2C=CC=CC=2)C2C=CC=CC=2)C=CC=CC=1. (3) Given the product [NH2:1][C:2]1[N:7]=[C:6]([NH:30][C@@H:25]([CH:26]2[CH2:29][CH2:28][CH2:27]2)[CH2:24][CH2:23][C:19]2[CH:20]=[CH:21][CH:22]=[C:17]([CH3:16])[CH:18]=2)[N:5]=[C:4]([CH3:9])[N:3]=1, predict the reactants needed to synthesize it. The reactants are: [NH2:1][C:2]1[N:7]=[C:6](Cl)[N:5]=[C:4]([CH3:9])[N:3]=1.C([O-])([O-])=O.[K+].[K+].[CH3:16][C:17]1[CH:18]=[C:19]([CH2:23][CH2:24][C@@H:25]([NH2:30])[CH:26]2[CH2:29][CH2:28][CH2:27]2)[CH:20]=[CH:21][CH:22]=1. (4) The reactants are: C(#N)C.Br[C:5]1[CH:6]=[C:7]([C:11]2[C:12]3[CH:23]=[C:22]([C:24]4[CH:29]=[CH:28][CH:27]=[CH:26][CH:25]=4)[C:21]([O:30][CH3:31])=[CH:20][C:13]=3[N:14]([CH3:19])[C:15](=[O:18])[CH2:16][N:17]=2)[CH:8]=[CH:9][CH:10]=1.[C:32]1(C#C)[CH:37]=[CH:36][CH:35]=[CH:34][CH:33]=1.C1(P(C2C=CC=CC=2)C2C=CC=CC=2)C=CC=CC=1. Given the product [C:37]([C:5]1[CH:6]=[C:7]([C:11]2[C:12]3[CH:23]=[C:22]([C:24]4[CH:25]=[CH:26][CH:27]=[CH:28][CH:29]=4)[C:21]([O:30][CH3:31])=[CH:20][C:13]=3[N:14]([CH3:19])[C:15](=[O:18])[CH2:16][N:17]=2)[CH:8]=[CH:9][CH:10]=1)#[C:32][CH2:33][CH2:34][CH2:35][CH3:36], predict the reactants needed to synthesize it. (5) Given the product [C:1]12([CH2:11][CH2:12][O:13][C:14]3[CH:19]=[CH:18][C:17]([CH2:20][CH2:21][NH2:22])=[CH:16][CH:15]=3)[CH2:10][CH:5]3[CH2:6][CH:7]([CH2:9][CH:3]([CH2:4]3)[CH2:2]1)[CH2:8]2, predict the reactants needed to synthesize it. The reactants are: [C:1]12([CH2:11][CH2:12][O:13][C:14]3[CH:19]=[CH:18][C:17]([CH2:20][CH2:21][NH:22]C(=O)OC(C)(C)C)=[CH:16][CH:15]=3)[CH2:10][CH:5]3[CH2:6][CH:7]([CH2:9][CH:3]([CH2:4]3)[CH2:2]1)[CH2:8]2. (6) Given the product [CH3:32][O:33][C:2]1[CH:3]=[N:4][C:5]([NH:8][C@H:9]2[CH2:14][CH2:13][C@@H:12]([O:15][C:16]3[CH:25]=[C:24]([N:26]4[CH2:31][CH2:30][O:29][CH2:28][CH2:27]4)[CH:23]=[C:22]4[C:17]=3[N:18]=[CH:19][CH:20]=[N:21]4)[CH2:11][CH2:10]2)=[N:6][CH:7]=1, predict the reactants needed to synthesize it. The reactants are: Br[C:2]1[CH:3]=[N:4][C:5]([NH:8][C@H:9]2[CH2:14][CH2:13][C@@H:12]([O:15][C:16]3[CH:25]=[C:24]([N:26]4[CH2:31][CH2:30][O:29][CH2:28][CH2:27]4)[CH:23]=[C:22]4[C:17]=3[N:18]=[CH:19][CH:20]=[N:21]4)[CH2:11][CH2:10]2)=[N:6][CH:7]=1.[C:32](=O)([O-])[O-:33].[Cs+].[Cs+].CO.